From a dataset of Full USPTO retrosynthesis dataset with 1.9M reactions from patents (1976-2016). Predict the reactants needed to synthesize the given product. (1) Given the product [N:16]1([C:20]([C:22]2[N:23]=[CH:24][C:25]([O:1][C:2]3[CH:3]=[C:4]([CH:9]=[C:10]([O:12][CH:13]([CH3:15])[CH3:14])[CH:11]=3)[C:5]([OH:7])=[O:6])=[CH:26][CH:27]=2)=[O:21])[CH2:19][CH2:18][CH2:17]1, predict the reactants needed to synthesize it. The reactants are: [OH:1][C:2]1[CH:3]=[C:4]([CH:9]=[C:10]([O:12][CH:13]([CH3:15])[CH3:14])[CH:11]=1)[C:5]([O:7]C)=[O:6].[N:16]1([C:20]([C:22]2[CH:27]=[CH:26][C:25](Br)=[CH:24][N:23]=2)=[O:21])[CH2:19][CH2:18][CH2:17]1.C(=O)([O-])[O-].[Cs+].[Cs+]. (2) Given the product [C:21]([N:13]1[C:14]2[C:10](=[CH:9][C:8]([C:6](=[O:7])[C:5]3[CH:19]=[CH:20][C:2]([Cl:1])=[CH:3][CH:4]=3)=[CH:16][CH:15]=2)[C:11](=[O:18])[C:12]1=[O:17])(=[O:23])[CH3:22], predict the reactants needed to synthesize it. The reactants are: [Cl:1][C:2]1[CH:20]=[CH:19][C:5]([C:6]([C:8]2[CH:9]=[C:10]3[C:14](=[CH:15][CH:16]=2)[NH:13][C:12](=[O:17])[C:11]3=[O:18])=[O:7])=[CH:4][CH:3]=1.[C:21](OC(=O)C)(=[O:23])[CH3:22]. (3) Given the product [CH:1]1([NH:4][C:5]([C:7]2[CH:8]=[C:9]([F:17])[C:10]([CH3:16])=[C:11]([C:24]3[CH:3]=[CH:1][C:2]([C:18]([OH:19])=[O:21])=[CH:25][C:23]=3[O:26][CH2:11][CH2:12][CH2:7][CH2:5][OH:6])[CH:12]=2)=[O:6])[CH2:3][CH2:2]1, predict the reactants needed to synthesize it. The reactants are: [CH:1]1([NH:4][C:5]([C:7]2[CH:8]=[C:9]([F:17])[C:10]([CH3:16])=[C:11](B(O)O)[CH:12]=2)=[O:6])[CH2:3][CH2:2]1.[C:18](=[O:21])([O-])[OH:19].[Na+].[CH:23]([OH:26])([CH3:25])[CH3:24].